From a dataset of Reaction yield outcomes from USPTO patents with 853,638 reactions. Predict the reaction yield, written as a fraction of the theoretical maximum amount of product (1.0 means a 100% yield; for example, 0.34 means a 34% yield). (1) The reactants are [CH:1]([C:4]1[CH:9]=[CH:8][C:7]([OH:10])=[CH:6][CH:5]=1)([CH3:3])[CH3:2].F[C:12]1[CH:17]=[CH:16][CH:15]=[CH:14][C:13]=1[N+:18]([O-:20])=[O:19].[CH:21]([C:24]1[CH:37]=[CH:36][C:27]([O:28][C:29]2[CH:35]=[CH:34][CH:33]=[CH:32][C:30]=2[NH2:31])=[CH:26][CH:25]=1)([CH3:23])[CH3:22].[NH2:38][C:39]1[S:40][CH:41]=[CH:42][N:43]=1. No catalyst specified. The product is [CH:1]([C:4]1[CH:9]=[CH:8][C:7]([O:10][C:12]2[CH:17]=[CH:16][CH:15]=[CH:14][C:13]=2[N+:18]([O-:20])=[O:19])=[CH:6][CH:5]=1)([CH3:3])[CH3:2].[CH:21]([C:24]1[CH:37]=[CH:36][C:27]([O:28][C:29]2[CH:35]=[CH:34][CH:33]=[CH:32][C:30]=2[NH:31][C:7]([NH:38][C:39]2[S:40][CH:41]=[CH:42][N:43]=2)=[O:10])=[CH:26][CH:25]=1)([CH3:23])[CH3:22]. The yield is 0.750. (2) The reactants are [NH2:1][C:2]1[CH:15]=[CH:14][C:13]2[NH:12][C:11](=[O:16])[C:10]3[C:5](=[CH:6][CH:7]=[CH:8][CH:9]=3)[C:4]=2[CH:3]=1.[CH3:17][C:18]1[CH:23]=[CH:22][C:21]([S:24](N)(=[O:26])=[O:25])=[CH:20][CH:19]=1. The catalyst is C1OCCOC1. The product is [O:16]=[C:11]1[C:10]2[C:5](=[CH:6][CH:7]=[CH:8][CH:9]=2)[C:4]2[CH:3]=[C:2]([NH:1][S:24]([C:21]3[CH:22]=[CH:23][C:18]([CH3:17])=[CH:19][CH:20]=3)(=[O:26])=[O:25])[CH:15]=[CH:14][C:13]=2[NH:12]1. The yield is 0.930. (3) The reactants are OC[C:3]1[CH:7]=[CH:6][S:5][C:4]=1[CH2:8][CH2:9]O.C(N(C(C)C)CC)(C)C.S(Cl)([Cl:23])(=O)=O.Cl[CH2:26][Cl:27]. No catalyst specified. The product is [Cl:23][CH2:9][CH2:8][C:4]1[S:5][CH:6]=[CH:7][C:3]=1[CH2:26][Cl:27]. The yield is 0.270. (4) The reactants are Br[C:2]1[C:14]2[C:13]3[C:8](=[CH:9][C:10]([CH2:15][O:16][CH3:17])=[CH:11][CH:12]=3)[NH:7][C:6]=2[C:5]([C:18]([NH2:20])=[O:19])=[CH:4][CH:3]=1.[F:21][C:22]1[C:31]2[N:26]([C:27](=[O:49])[N:28]([C:33]3[CH:38]=[CH:37][CH:36]=[C:35](B4OC(C)(C)C(C)(C)O4)[C:34]=3[CH3:48])[C:29](=[O:32])[CH:30]=2)[CH:25]=[CH:24][CH:23]=1.C([O-])([O-])=O.[Cs+].[Cs+]. The catalyst is O1CCOCC1.O.C1C=CC(P(C2C=CC=CC=2)[C-]2C=CC=C2)=CC=1.C1C=CC(P(C2C=CC=CC=2)[C-]2C=CC=C2)=CC=1.Cl[Pd]Cl.[Fe+2].C(Cl)Cl. The product is [F:21][C:22]1[C:31]2[N:26]([C:27](=[O:49])[N:28]([C:33]3[C:34]([CH3:48])=[C:35]([C:2]4[C:14]5[C:13]6[C:8](=[CH:9][C:10]([CH2:15][O:16][CH3:17])=[CH:11][CH:12]=6)[NH:7][C:6]=5[C:5]([C:18]([NH2:20])=[O:19])=[CH:4][CH:3]=4)[CH:36]=[CH:37][CH:38]=3)[C:29](=[O:32])[CH:30]=2)[CH:25]=[CH:24][CH:23]=1. The yield is 0.570. (5) The catalyst is CN(C=O)C.C1C=CC([P]([Pd]([P](C2C=CC=CC=2)(C2C=CC=CC=2)C2C=CC=CC=2)([P](C2C=CC=CC=2)(C2C=CC=CC=2)C2C=CC=CC=2)[P](C2C=CC=CC=2)(C2C=CC=CC=2)C2C=CC=CC=2)(C2C=CC=CC=2)C2C=CC=CC=2)=CC=1. The reactants are Br[C:2]1[CH:3]=[C:4]2[C:9](=[C:10]([O:12][CH3:13])[CH:11]=1)[O:8][CH:7]([C:14]([F:17])([F:16])[F:15])[C:6]([C:18]([O:20][CH2:21][CH3:22])=[O:19])=[CH:5]2.[CH3:23]B1OB(C)OB(C)O1.C([O-])([O-])=O.[K+].[K+].Cl. The yield is 0.700. The product is [CH3:13][O:12][C:10]1[CH:11]=[C:2]([CH3:23])[CH:3]=[C:4]2[C:9]=1[O:8][CH:7]([C:14]([F:17])([F:16])[F:15])[C:6]([C:18]([O:20][CH2:21][CH3:22])=[O:19])=[CH:5]2. (6) The reactants are [CH2:1]([O:3][C:4]([C:6]1[CH:10]=[C:9]([C:11]([O:13][CH2:14][CH3:15])=[O:12])[NH:8][N:7]=1)=[O:5])[CH3:2].[Br:16][C:17]1[CH:18]=[C:19](B(O)O)[CH:20]=[CH:21][CH:22]=1. The catalyst is ClCCl. The product is [CH2:14]([O:13][C:11]([C:9]1[CH:10]=[C:6]([C:4]([O:3][CH2:1][CH3:2])=[O:5])[N:7]([C:21]2[CH:20]=[CH:19][CH:18]=[C:17]([Br:16])[CH:22]=2)[N:8]=1)=[O:12])[CH3:15]. The yield is 0.850. (7) The reactants are [CH2:1](OCC)[CH3:2].C([Mg]Br)C.[C:10]([C:14]1[CH2:18][CH2:17][C:16](=O)[CH:15]=1)([CH3:13])([CH3:12])[CH3:11].Cl. The catalyst is O. The product is [CH2:1]([C:17]1[CH2:16][CH:15]=[C:14]([C:10]([CH3:13])([CH3:12])[CH3:11])[CH:18]=1)[CH3:2]. The yield is 0.780. (8) The reactants are [F:1][C:2]1([F:20])[CH2:7][N:6]([C:8]([O:10][C:11]([CH3:14])([CH3:13])[CH3:12])=[O:9])[C@H:5]([C:15](OCC)=[O:16])[CH2:4][CH2:3]1.[H-].[H-].[H-].[H-].[Li+].[Al+3]. The catalyst is C1COCC1. The product is [F:20][C:2]1([F:1])[CH2:7][N:6]([C:8]([O:10][C:11]([CH3:12])([CH3:13])[CH3:14])=[O:9])[C@H:5]([CH2:15][OH:16])[CH2:4][CH2:3]1. The yield is 0.910. (9) The reactants are [CH:1]([O:14][C:15]1[C:16]2[C:35](=[O:36])[N:34]([CH2:37][C:38]3[CH:43]=[CH:42][C:41]([F:44])=[CH:40][CH:39]=3)[CH2:33][C:17]=2[C:18](OS(C(F)(F)F)(=O)=O)=[C:19]2[C:24]=1[N:23]=[CH:22][CH:21]=[CH:20]2)([C:8]1[CH:13]=[CH:12][CH:11]=[CH:10][CH:9]=1)[C:2]1[CH:7]=[CH:6][CH:5]=[CH:4][CH:3]=1.C([O-])([O-])=O.[K+].[K+].[CH3:51][CH2:52][O:53][C:54]([CH3:56])=O.[CH3:57][CH2:58][CH2:59][CH2:60]CC. The catalyst is C1(C)C=CC=CC=1.C(O)C.O.CCOC(C)=O.[Pd].C1(P(C2C=CC=CC=2)C2C=CC=CC=2)C=CC=CC=1.C1(P(C2C=CC=CC=2)C2C=CC=CC=2)C=CC=CC=1.C1(P(C2C=CC=CC=2)C2C=CC=CC=2)C=CC=CC=1.C1(P(C2C=CC=CC=2)C2C=CC=CC=2)C=CC=CC=1. The product is [CH:1]([O:14][C:15]1[C:16]2[C:35](=[O:36])[N:34]([CH2:37][C:38]3[CH:43]=[CH:42][C:41]([F:44])=[CH:40][CH:39]=3)[CH2:33][C:17]=2[C:18]([C:58]2[CH:59]=[CH:60][C:54]([O:53][CH2:52][CH3:51])=[CH:56][CH:57]=2)=[C:19]2[C:24]=1[N:23]=[CH:22][CH:21]=[CH:20]2)([C:8]1[CH:9]=[CH:10][CH:11]=[CH:12][CH:13]=1)[C:2]1[CH:3]=[CH:4][CH:5]=[CH:6][CH:7]=1. The yield is 0.210.